Dataset: Full USPTO retrosynthesis dataset with 1.9M reactions from patents (1976-2016). Task: Predict the reactants needed to synthesize the given product. (1) Given the product [CH3:1][O:2][C:3]1[CH:30]=[CH:29][C:6]([CH2:7][O:8][C:9]2[CH:27]=[CH:26][C:12]([CH2:13][N:14]([CH3:25])[S:15]([C:18]3[CH:23]=[CH:22][C:21]([F:24])=[CH:20][CH:19]=3)(=[O:17])=[O:16])=[CH:11][C:10]=2[C:37]2[CH:36]=[CH:35][CH:34]=[C:33]([C:32]([F:43])([F:42])[F:31])[CH:38]=2)=[CH:5][CH:4]=1, predict the reactants needed to synthesize it. The reactants are: [CH3:1][O:2][C:3]1[CH:30]=[CH:29][C:6]([CH2:7][O:8][C:9]2[CH:27]=[CH:26][C:12]([CH2:13][N:14]([CH3:25])[S:15]([C:18]3[CH:23]=[CH:22][C:21]([F:24])=[CH:20][CH:19]=3)(=[O:17])=[O:16])=[CH:11][C:10]=2Br)=[CH:5][CH:4]=1.[F:31][C:32]([F:43])([F:42])[C:33]1[CH:34]=[C:35](B(O)O)[CH:36]=[CH:37][CH:38]=1.C(=O)([O-])[O-].[Na+].[Na+]. (2) Given the product [ClH:1].[CH:2]1([NH:5][C:6]([NH:8][C:9]2[CH:14]=[CH:13][C:12]([C:15]3[N:16]=[C:17]([N:24]4[CH2:25][CH2:26][O:27][CH2:28][CH2:29]4)[C:18]4[CH2:23][NH:22][CH2:21][C:19]=4[N:20]=3)=[C:11]([F:31])[CH:10]=2)=[O:7])[CH2:3][CH2:4]1, predict the reactants needed to synthesize it. The reactants are: [ClH:1].[CH:2]1([NH:5][C:6]([NH:8][C:9]2[CH:14]=[CH:13][C:12]([C:15]3[N:16]=[C:17]([N:24]4[CH2:29][CH2:28][O:27][CH2:26][C@H:25]4C)[C:18]4[CH2:23][NH:22][CH2:21][C:19]=4[N:20]=3)=[C:11]([F:31])[CH:10]=2)=[O:7])[CH2:4][CH2:3]1.C1(NC(=O)NC2C=CC(C3N=C(N4CCOCC4)C4CN(C(OC(C)(C)C)=O)CC=4N=3)=C(F)C=2)CC1. (3) Given the product [CH3:18][C@@H:10]([C:9]([C:6]1[CH:5]=[CH:4][C:3]([N:2]([CH3:21])[CH3:1])=[CH:8][CH:7]=1)=[O:19])/[CH:11]=[C:12](/[CH:13]=[CH:14]/[C:15]([OH:17])=[O:16])\[CH3:22], predict the reactants needed to synthesize it. The reactants are: [CH3:1][N:2]([CH3:21])[C:3]1[CH:8]=[CH:7][C:6]([CH:9]([O:19]C)[C@H:10]([CH3:18])/[CH:11]=[CH:12]/[CH:13]=[CH:14]/[C:15]([OH:17])=[O:16])=[CH:5][CH:4]=1.[C:22](C1C(=O)C(Cl)=C(Cl)C(=O)C=1C#N)#N.C(Cl)Cl. (4) Given the product [CH3:1][O:2][C:3]1[CH:4]=[C:5]([C:9]2[CH:14]=[CH:13][CH:12]=[C:11]([CH2:15][OH:16])[CH:10]=2)[CH:6]=[CH:7][CH:8]=1, predict the reactants needed to synthesize it. The reactants are: [CH3:1][O:2][C:3]1[CH:4]=[C:5]([C:9]2[CH:14]=[CH:13][CH:12]=[C:11]([CH:15]=[O:16])[CH:10]=2)[CH:6]=[CH:7][CH:8]=1.[BH4-].[Na+].